Dataset: Full USPTO retrosynthesis dataset with 1.9M reactions from patents (1976-2016). Task: Predict the reactants needed to synthesize the given product. (1) The reactants are: [F:1][C:2]1[CH:7]=[CH:6][CH:5]=[C:4]([N+:8]([O-:10])=[O:9])[C:3]=1F.Cl.[CH2:13]([O:15][C:16](=[O:19])[CH2:17][NH2:18])[CH3:14].[F-].[K+].C1OCCOCCOCCOCCOCCOC1.C(N(C(C)C)CC)(C)C. Given the product [CH2:13]([O:15][C:16](=[O:19])[CH2:17][NH:18][C:3]1[C:4]([N+:8]([O-:10])=[O:9])=[CH:5][CH:6]=[CH:7][C:2]=1[F:1])[CH3:14], predict the reactants needed to synthesize it. (2) Given the product [F:27][C:26]1[C:11]2[C:12]([C:22](=[O:25])[NH:23][CH3:24])=[C:13]([C:15]3[CH:16]=[CH:17][C:18]([F:21])=[CH:19][CH:20]=3)[O:14][C:10]=2[CH:9]=[CH:8][C:7]=1[C:39]1[C:40]([CH3:42])=[CH:41][C:32]([O:31][CH3:30])=[C:33]([CH:38]=1)[C:34]([O:36][CH3:37])=[O:35], predict the reactants needed to synthesize it. The reactants are: FC(F)(F)S(O[C:7]1[CH:8]=[CH:9][C:10]2[O:14][C:13]([C:15]3[CH:20]=[CH:19][C:18]([F:21])=[CH:17][CH:16]=3)=[C:12]([C:22](=[O:25])[NH:23][CH3:24])[C:11]=2[C:26]=1[F:27])(=O)=O.[CH3:30][O:31][C:32]1[CH:41]=[C:40]([CH3:42])[C:39](B2OC(C)(C)C(C)(C)O2)=[CH:38][C:33]=1[C:34]([O:36][CH3:37])=[O:35].C(=O)([O-])[O-].[Cs+].[Cs+]. (3) Given the product [ClH:38].[N:17]1([CH2:24][CH2:25][C:26]2[CH:27]=[CH:28][C:29]([C:32]([Cl:38])=[O:34])=[N:30][CH:31]=2)[CH2:23][CH2:22][CH2:21][CH2:20][CH2:19][CH2:18]1, predict the reactants needed to synthesize it. The reactants are: BrC1N=CC(CCN2CCCCCC2)=CC=1.[N:17]1([CH2:24][CH2:25][C:26]2[CH:27]=[CH:28][C:29]([C:32]([O-:34])=O)=[N:30][CH:31]=2)[CH2:23][CH2:22][CH2:21][CH2:20][CH2:19][CH2:18]1.[Li+].S(Cl)([Cl:38])=O. (4) Given the product [Cl:1][C:2]1[CH:3]=[CH:4][C:5]([C:6]([N:8]2[CH2:14][C:13]3[CH:15]=[CH:16][C:17]([C:19]([O:21][CH2:39][CH3:40])=[O:20])=[CH:18][C:12]=3[N:11]([CH2:22][C:23]3[CH:28]=[CH:27][C:26]([C:29]([N:31]4[CH2:32][CH2:33][CH2:34][CH2:35]4)=[O:30])=[CH:25][CH:24]=3)[C:10](=[O:36])[CH2:9]2)=[O:7])=[CH:37][CH:38]=1, predict the reactants needed to synthesize it. The reactants are: [Cl:1][C:2]1[CH:38]=[CH:37][C:5]([C:6]([N:8]2[CH2:14][C:13]3[CH:15]=[CH:16][C:17]([C:19]([OH:21])=[O:20])=[CH:18][C:12]=3[N:11]([CH2:22][C:23]3[CH:28]=[CH:27][C:26]([C:29]([N:31]4[CH2:35][CH2:34][CH2:33][CH2:32]4)=[O:30])=[CH:25][CH:24]=3)[C:10](=[O:36])[CH2:9]2)=[O:7])=[CH:4][CH:3]=1.[CH2:39](O)[CH3:40].C(N(CC)CC)C.